Dataset: Forward reaction prediction with 1.9M reactions from USPTO patents (1976-2016). Task: Predict the product of the given reaction. (1) Given the reactants [CH3:1][C:2]1[C:7]([NH2:8])=[CH:6][CH:5]=[C:4]([O:9][CH:10]2[CH2:14][CH2:13][N:12]([C:15](=[O:18])[CH2:16][CH3:17])[CH2:11]2)[N:3]=1.[CH:19]([C:22]1[CH:27]=[CH:26][C:25]([S:28](Cl)(=[O:30])=[O:29])=[CH:24][CH:23]=1)([CH3:21])[CH3:20], predict the reaction product. The product is: [CH:19]([C:22]1[CH:27]=[CH:26][C:25]([S:28]([NH:8][C:7]2[C:2]([CH3:1])=[N:3][C:4]([O:9][CH:10]3[CH2:14][CH2:13][N:12]([C:15](=[O:18])[CH2:16][CH3:17])[CH2:11]3)=[CH:5][CH:6]=2)(=[O:30])=[O:29])=[CH:24][CH:23]=1)([CH3:21])[CH3:20]. (2) Given the reactants C(O[BH-](OC(=O)C)OC(=O)C)(=O)C.[Na+].[CH3:15][C:16]([NH2:24])([C:18]1[CH:23]=[CH:22][CH:21]=[CH:20][CH:19]=1)[CH3:17].[CH3:25][C:26]([CH3:28])=O, predict the reaction product. The product is: [CH:26]([NH:24][C:16]([C:18]1[CH:23]=[CH:22][CH:21]=[CH:20][CH:19]=1)([CH3:17])[CH3:15])([CH3:28])[CH3:25]. (3) Given the reactants CC1[O:11][C:10]2[C:9]3[CH:12]=[CH:13][CH:14]=[CH:15][C:8]=3NCCC=2N=1.S(Cl)(Cl)=O.C([N:22]([CH2:25][CH3:26])CC)C.[CH2:27]([N:34]1[C:43]2[C:42]3[CH:44]=[CH:45][CH:46]=[CH:47][C:41]=3[NH:40][CH2:39][CH2:38][C:37]=2[N:36]=[C:35]1[CH3:48])[C:28]1[CH:33]=[CH:32][CH:31]=[CH:30][CH:29]=1, predict the reaction product. The product is: [CH2:27]([N:34]1[C:43]2[C:42]3[CH:44]=[CH:45][CH:46]=[CH:47][C:41]=3[N:40]([C:10]([C:9]3[CH:12]=[CH:13][C:26]([C:25]#[N:22])=[C:15]([CH3:14])[CH:8]=3)=[O:11])[CH2:39][CH2:38][C:37]=2[N:36]=[C:35]1[CH3:48])[C:28]1[CH:29]=[CH:30][CH:31]=[CH:32][CH:33]=1. (4) Given the reactants [CH3:1][S:2][C:3]1[CH:12]=[CH:11][C:10]([NH2:13])=[CH:9][C:4]=1[C:5]([O:7][CH3:8])=[O:6].[CH:14](OCC)(OCC)OCC.[N-:24]=[N+:25]=[N-:26].[Na+], predict the reaction product. The product is: [CH3:1][S:2][C:3]1[CH:12]=[CH:11][C:10]([N:13]2[CH:14]=[N:26][N:25]=[N:24]2)=[CH:9][C:4]=1[C:5]([O:7][CH3:8])=[O:6]. (5) The product is: [F:26][C:24]1[CH:23]=[CH:22][C:21]([N+:27]([O-:29])=[O:28])=[C:20]([NH:11][C:12]2[C:17]([F:18])=[CH:16][CH:15]=[CH:14][N:13]=2)[CH:25]=1. Given the reactants [Li+].C[Si]([N-][Si](C)(C)C)(C)C.[NH2:11][C:12]1[C:17]([F:18])=[CH:16][CH:15]=[CH:14][N:13]=1.F[C:20]1[CH:25]=[C:24]([F:26])[CH:23]=[CH:22][C:21]=1[N+:27]([O-:29])=[O:28].[NH4+].[Cl-], predict the reaction product.